From a dataset of Reaction yield outcomes from USPTO patents with 853,638 reactions. Predict the reaction yield, written as a fraction of the theoretical maximum amount of product (1.0 means a 100% yield; for example, 0.34 means a 34% yield). (1) The reactants are [CH:1]12[C:10](=[O:11])[O:9][C:7](=[O:8])[CH:2]1[CH2:3][CH:4]=[CH:5][CH2:6]2.[CH2:12]([CH:15]([CH2:18][CH2:19][CH2:20][CH2:21][CH3:22])[CH2:16][OH:17])[CH2:13][CH3:14].[CH2:23](Cl)[C:24]1[CH:29]=[CH:28][CH:27]=[CH:26][CH:25]=1. No catalyst specified. The product is [CH:2]1([C:7]([O:9][CH2:23][C:24]2[CH:29]=[CH:28][CH:27]=[CH:26][CH:25]=2)=[O:8])[CH2:3][CH:4]=[CH:5][CH2:6][CH:1]1[C:10]([O:17][CH2:16][CH:15]([CH2:12][CH2:13][CH3:14])[CH2:18][CH2:19][CH2:20][CH2:21][CH3:22])=[O:11]. The yield is 0.889. (2) The reactants are [F:1][C:2]1([F:54])[CH2:7][CH2:6][CH:5]([C:8]2[C:17]3[CH:16]([O:18]CC4C=CC(OC)=CC=4)[CH2:15][C:14]([CH3:29])([CH3:28])[CH2:13][C:12]=3[N:11]=[C:10]([CH:30]3[CH2:35][CH2:34][N:33]([C:36]4[N:41]=[CH:40][CH:39]=[CH:38][N:37]=4)[CH2:32][CH2:31]3)[C:9]=2[CH:42]([F:53])[C:43]2[CH:48]=[CH:47][C:46]([C:49]([F:52])([F:51])[F:50])=[CH:45][CH:44]=2)[CH2:4][CH2:3]1.Cl.C(=O)([O-])O.[Na+]. The catalyst is O1CCOCC1. The product is [F:54][C:2]1([F:1])[CH2:3][CH2:4][CH:5]([C:8]2[C:17]3[CH:16]([OH:18])[CH2:15][C:14]([CH3:28])([CH3:29])[CH2:13][C:12]=3[N:11]=[C:10]([CH:30]3[CH2:31][CH2:32][N:33]([C:36]4[N:41]=[CH:40][CH:39]=[CH:38][N:37]=4)[CH2:34][CH2:35]3)[C:9]=2[CH:42]([F:53])[C:43]2[CH:44]=[CH:45][C:46]([C:49]([F:50])([F:52])[F:51])=[CH:47][CH:48]=2)[CH2:6][CH2:7]1. The yield is 0.860. (3) The reactants are [CH:1]([C:12]([O:14]CC)=O)([C:7]([O:9][CH2:10][CH3:11])=[O:8])[C:2]([O:4][CH2:5][CH3:6])=[O:3].[Cl:17][C:18]1[CH:25]=[CH:24][C:21]([CH2:22][NH2:23])=[CH:20][CH:19]=1. No catalyst specified. The product is [Cl:17][C:18]1[CH:25]=[CH:24][C:21]([CH2:22][NH:23][C:12]([CH:1]([C:2]([O:4][CH2:5][CH3:6])=[O:3])[C:7]([O:9][CH2:10][CH3:11])=[O:8])=[O:14])=[CH:20][CH:19]=1. The yield is 0.120. (4) The reactants are [CH3:1][CH:2]([CH3:59])[C@H:3]([NH:54][C:55](=[O:58])[O:56][CH3:57])[C:4]([N:6]1[CH2:10][CH2:9][CH2:8][C@H:7]1[C:11]1[NH:12][CH:13]=[C:14]([C:16]2[CH:21]=[CH:20][C:19]([C:22]3[CH:27]=[CH:26][C:25]([C:28]4[N:29]=[C:30]([CH:33]5[CH2:37][C:36]6([CH2:42][CH2:41][NH:40][CH2:39][CH2:38]6)[CH2:35][N:34]5[C:43](=[O:53])[C@@H:44]([NH:48][C:49]([O:51][CH3:52])=[O:50])[CH:45]([CH3:47])[CH3:46])[NH:31][CH:32]=4)=[CH:24][CH:23]=3)=[CH:18][CH:17]=2)[N:15]=1)=[O:5].C(N(CC)CC)C.[C:67](Cl)(=[O:69])[CH3:68].C(=O)([O-])[O-].[K+].[K+]. The catalyst is C(Cl)Cl. The product is [C:67]([N:40]1[CH2:39][CH2:38][C:36]2([CH2:35][N:34]([C:43](=[O:53])[C@@H:44]([NH:48][C:49]([O:51][CH3:52])=[O:50])[CH:45]([CH3:46])[CH3:47])[CH:33]([C:30]3[NH:31][CH:32]=[C:28]([C:25]4[CH:24]=[CH:23][C:22]([C:19]5[CH:20]=[CH:21][C:16]([C:14]6[N:15]=[C:11]([C@@H:7]7[CH2:8][CH2:9][CH2:10][N:6]7[C:4]([C@@H:3]([NH:54][C:55](=[O:58])[O:56][CH3:57])[CH:2]([CH3:59])[CH3:1])=[O:5])[NH:12][CH:13]=6)=[CH:17][CH:18]=5)=[CH:27][CH:26]=4)[N:29]=3)[CH2:37]2)[CH2:42][CH2:41]1)(=[O:69])[CH3:68]. The yield is 0.900. (5) The reactants are [F:1][C:2]1[C:3]([NH2:9])=[N:4][C:5]([F:8])=[CH:6][CH:7]=1.[Cl:10][CH:11]([Cl:16])[C:12]([CH2:14]Cl)=O. The product is [Cl:10][CH:11]([Cl:16])[C:12]1[N:9]=[C:3]2[C:2]([F:1])=[CH:7][CH:6]=[C:5]([F:8])[N:4]2[CH:14]=1. The yield is 0.520. The catalyst is O1CCOCC1.